From a dataset of Full USPTO retrosynthesis dataset with 1.9M reactions from patents (1976-2016). Predict the reactants needed to synthesize the given product. (1) Given the product [CH3:23][C:18]([NH:17][C:7]([C:2]1[CH:3]=[N:4][CH:5]=[CH:6][N:1]=1)=[O:9])([CH3:24])[C:19]([O:21][CH3:22])=[O:20], predict the reactants needed to synthesize it. The reactants are: [N:1]1[CH:6]=[CH:5][N:4]=[CH:3][C:2]=1[C:7]([OH:9])=O.FC(F)(F)C(O)=O.[NH2:17][C:18]([CH3:24])([CH3:23])[C:19]([O:21][CH3:22])=[O:20].C1C=CC2N(O)N=NC=2C=1.CCN(C(C)C)C(C)C.CCN=C=NCCCN(C)C. (2) The reactants are: [CH3:1][CH:2]1[C:10]2[C:9](O)=[N:8][CH:7]=[N:6][C:5]=2[CH2:4][O:3]1.O=P(Cl)(Cl)[Cl:14]. Given the product [Cl:14][C:9]1[C:10]2[CH:2]([CH3:1])[O:3][CH2:4][C:5]=2[N:6]=[CH:7][N:8]=1, predict the reactants needed to synthesize it.